The task is: Regression. Given two drug SMILES strings and cell line genomic features, predict the synergy score measuring deviation from expected non-interaction effect.. This data is from NCI-60 drug combinations with 297,098 pairs across 59 cell lines. Drug 1: C#CCC(CC1=CN=C2C(=N1)C(=NC(=N2)N)N)C3=CC=C(C=C3)C(=O)NC(CCC(=O)O)C(=O)O. Drug 2: B(C(CC(C)C)NC(=O)C(CC1=CC=CC=C1)NC(=O)C2=NC=CN=C2)(O)O. Cell line: A549. Synergy scores: CSS=47.6, Synergy_ZIP=1.81, Synergy_Bliss=2.68, Synergy_Loewe=1.34, Synergy_HSA=1.15.